From a dataset of Reaction yield outcomes from USPTO patents with 853,638 reactions. Predict the reaction yield, written as a fraction of the theoretical maximum amount of product (1.0 means a 100% yield; for example, 0.34 means a 34% yield). (1) The reactants are [NH:1]1[C:9]2[C:4](=[CH:5][CH:6]=[CH:7][CH:8]=2)[CH:3]=[CH:2]1.[C:10](OC)(=O)C(OC)=O.CC(C)([O-])C.[K+]. The catalyst is CN(C=O)C.O. The product is [CH3:10][N:1]1[C:9]2[C:4](=[CH:5][CH:6]=[CH:7][CH:8]=2)[CH:3]=[CH:2]1. The yield is 0.470. (2) The reactants are [I:1][C:2]1[NH:6][C:5]([C@@H:7]2[CH2:11][CH2:10][C@H:9]([CH3:12])[N:8]2[C:13]([O:15]C(C)(C)C)=O)=[N:4][CH:3]=1.Cl.[CH3:21][O:22][C:23]([NH:25][C@@H:26]([CH:30]([CH3:32])[CH3:31])C(O)=O)=O.[CH3:33]N(C(ON1N=NC2C=CC=NC1=2)=[N+](C)C)C.F[P-](F)(F)(F)(F)F.C(N(C(C)C)CC)(C)C. The catalyst is ClCCl. The product is [I:1][C:2]1[NH:6][C:5]([C@@H:7]2[CH2:11][CH2:10][C@H:9]([CH3:12])[N:8]2[C:13](=[O:15])[C@@H:26]([NH:25][C:23]([O:22][CH3:21])=[CH2:33])[CH:30]([CH3:32])[CH3:31])=[N:4][CH:3]=1. The yield is 0.940. (3) No catalyst specified. The reactants are [NH2:1][CH:2]([C:7]([O:9][CH3:10])=[O:8])[C:3]([O:5][CH3:6])=[O:4].[F:11][C:12]1[CH:23]=[CH:22][C:15]([O:16][CH2:17][CH2:18][C:19](O)=[O:20])=[CH:14][CH:13]=1. The yield is 0.800. The product is [F:11][C:12]1[CH:23]=[CH:22][C:15]([O:16][CH2:17][CH2:18][C:19]([NH:1][CH:2]([C:7]([O:9][CH3:10])=[O:8])[C:3]([O:5][CH3:6])=[O:4])=[O:20])=[CH:14][CH:13]=1. (4) The catalyst is C(O)C. The reactants are [CH2:1]([O:8][C:9]([N:11]1[CH2:15][CH:14]([O:16][CH3:17])[C:13]([CH3:23])([C:18]([O:20]CC)=[O:19])[CH2:12]1)=[O:10])[C:2]1[CH:7]=[CH:6][CH:5]=[CH:4][CH:3]=1.[OH-].[Na+].O. The product is [CH2:1]([O:8][C:9]([N:11]1[CH2:15][CH:14]([O:16][CH3:17])[C:13]([CH3:23])([C:18]([OH:20])=[O:19])[CH2:12]1)=[O:10])[C:2]1[CH:7]=[CH:6][CH:5]=[CH:4][CH:3]=1. The yield is 0.890. (5) The reactants are [Cl:1][C:2]1[C:11]([N:12]2[CH:16]=[CH:15][CH:14]=[N:13]2)=[CH:10][CH:9]=[CH:8][C:3]=1[C:4](OC)=[O:5].[NH3:17]. The catalyst is CO. The product is [Cl:1][C:2]1[C:11]([N:12]2[CH:16]=[CH:15][CH:14]=[N:13]2)=[CH:10][CH:9]=[CH:8][C:3]=1[C:4]([NH2:17])=[O:5]. The yield is 0.510. (6) The reactants are [NH2:1][CH2:2][CH2:3][CH2:4][CH2:5][C:6]([CH3:13])([CH3:12])[C:7]([O:9][CH2:10][CH3:11])=[O:8].[C:14]([N:21]1[CH:25]=[CH:24]N=C1)(N1C=CN=C1)=[O:15]. The catalyst is ClCCl. The product is [CH2:10]([O:9][C:7]([C:6]([CH3:12])([CH3:13])[CH2:5][CH2:4][CH2:3][CH2:2][NH:1][C:14]([NH:21][CH2:25][CH2:24][CH2:4][CH2:5][C:6]([CH3:13])([C:7]([O:9][CH2:10][CH3:11])=[O:8])[CH3:12])=[O:15])=[O:8])[CH3:11]. The yield is 0.390. (7) The reactants are Br[C:2]1[C:7](=[O:8])[N:6]([CH2:9][C:10]2[CH:15]=[CH:14][C:13]([C:16]3[C:17]([C:22]#[N:23])=[CH:18][CH:19]=[CH:20][CH:21]=3)=[CH:12][CH:11]=2)[C:5]([CH2:24][CH2:25][CH2:26][CH3:27])=[N:4][C:3]=1[CH3:28].[CH2:29]([Sn](CCCC)(CCCC)C=C)[CH2:30]CC.[Cl-].[Li+]. The catalyst is CN(C)C=O.C(OCC)(=O)C.[F-].[K+].Cl[Pd](Cl)([P](C1C=CC=CC=1)(C1C=CC=CC=1)C1C=CC=CC=1)[P](C1C=CC=CC=1)(C1C=CC=CC=1)C1C=CC=CC=1. The product is [CH2:24]([C:5]1[N:6]([CH2:9][C:10]2[CH:15]=[CH:14][C:13]([C:16]3[C:17]([C:22]#[N:23])=[CH:18][CH:19]=[CH:20][CH:21]=3)=[CH:12][CH:11]=2)[C:7](=[O:8])[C:2]([CH:29]=[CH2:30])=[C:3]([CH3:28])[N:4]=1)[CH2:25][CH2:26][CH3:27]. The yield is 0.630.